This data is from Forward reaction prediction with 1.9M reactions from USPTO patents (1976-2016). The task is: Predict the product of the given reaction. (1) Given the reactants [Br:1][C:2]1[CH:7]=[CH:6][C:5](Br)=[CH:4][C:3]=1[C:9]([F:12])([F:11])[F:10].[CH3:13][C:14]1[CH:19]=[CH:18][C:17](B(O)O)=[CH:16][CH:15]=1.C(=O)([O-])[O-].[K+].[K+], predict the reaction product. The product is: [Br:1][C:2]1[CH:7]=[CH:6][C:5]([C:17]2[CH:18]=[CH:19][C:14]([CH3:13])=[CH:15][CH:16]=2)=[CH:4][C:3]=1[C:9]([F:12])([F:11])[F:10]. (2) Given the reactants C(N(CC)CC)C.FC(F)(F)C(O)=O.[CH3:15][C:16]1[N:21]2[N:22]=[N:23][N:24]=[C:20]2[C:19]2[N:25]=[C:26]([CH3:31])[N:27]([CH2:28][CH2:29][NH2:30])[C:18]=2[C:17]=1[CH3:32].[CH3:33][S:34](Cl)(=[O:36])=[O:35], predict the reaction product. The product is: [CH3:15][C:16]1[N:21]2[N:22]=[N:23][N:24]=[C:20]2[C:19]2[N:25]=[C:26]([CH3:31])[N:27]([CH2:28][CH2:29][NH:30][S:34]([CH3:33])(=[O:36])=[O:35])[C:18]=2[C:17]=1[CH3:32]. (3) Given the reactants [Cl-:1].[C@H:2]1([CH2:15][NH+:16]([CH3:18])[CH3:17])[C:14]2[N:6]([N:7]=[C:8]3[C:13]=2[CH:12]=[CH:11][CH:10]=[CH:9]3)[CH2:5][CH2:4][O:3]1.Cl.[CH:20]1(CNC2CC2)[C:32]2N(N=C3C=2C=CC=C3)CCO1, predict the reaction product. The product is: [ClH:1].[CH:2]1([CH2:15][N:16]([CH3:18])[CH:17]2[CH2:32][CH2:20]2)[C:14]2[N:6]([N:7]=[C:8]3[C:13]=2[CH:12]=[CH:11][CH:10]=[CH:9]3)[CH2:5][CH2:4][O:3]1. (4) The product is: [N+:1]([C:4]1[CH:9]=[C:8]2[C:7]([CH:16]=[C:17]([C:18]3[CH:23]=[CH:22][CH:21]=[CH:20][CH:19]=3)[NH:10]2)=[CH:6][CH:5]=1)([O-:3])=[O:2]. Given the reactants [N+:1]([C:4]1[CH:5]=[CH:6][C:7]([C:16]#[C:17][C:18]2[CH:23]=[CH:22][CH:21]=[CH:20][CH:19]=2)=[C:8]([NH:10]C(=O)CCC)[CH:9]=1)([O-:3])=[O:2].CC(C)([O-])C.[K+].O, predict the reaction product.